This data is from Full USPTO retrosynthesis dataset with 1.9M reactions from patents (1976-2016). The task is: Predict the reactants needed to synthesize the given product. (1) Given the product [CH:1]1[C:10]2[C:5](=[CH:6][CH:7]=[CH:8][CH:9]=2)[C:4]([N:11]2[CH2:12][CH2:13][CH:14]([CH2:17][CH2:18][N:41]3[C:42](=[O:44])[CH2:43][O:39][C:40]3=[O:45])[CH2:15][CH2:16]2)=[CH:3][N:2]=1, predict the reactants needed to synthesize it. The reactants are: [CH:1]1[C:10]2[C:5](=[CH:6][CH:7]=[CH:8][CH:9]=2)[C:4]([N:11]2[CH2:16][CH2:15][CH:14]([CH2:17][CH2:18]O)[CH2:13][CH2:12]2)=[CH:3][N:2]=1.C1(P(C2C=CC=CC=2)C2C=CC=CC=2)C=CC=CC=1.[O:39]1[CH2:43][C:42](=[O:44])[NH:41][C:40]1=[O:45].N(C(OC(C)C)=O)=NC(OC(C)C)=O. (2) Given the product [C:1]([N:5]1[C@H:9]([CH2:10][F:30])[C@@H:8]([C:12]2[CH:17]=[CH:16][C:15]([S:18]([CH3:21])(=[O:20])=[O:19])=[CH:14][CH:13]=2)[O:7][C:6]1([CH3:23])[CH3:22])(=[O:4])[CH2:2][CH3:3], predict the reactants needed to synthesize it. The reactants are: [C:1]([N:5]1[C@H:9]([CH2:10]O)[C@@H:8]([C:12]2[CH:17]=[CH:16][C:15]([S:18]([CH3:21])(=[O:20])=[O:19])=[CH:14][CH:13]=2)[O:7][C:6]1([CH3:23])[CH3:22])(=[O:4])[CH2:2][CH3:3].C(N(CC)C(F)(F)C(F)C(F)(F)[F:30])C.